Task: Predict which catalyst facilitates the given reaction.. Dataset: Catalyst prediction with 721,799 reactions and 888 catalyst types from USPTO (1) Reactant: CCN=C=NCCCN(C)C.C1C=CC2N(O)N=NC=2C=1.[CH:22]1([N:25]2[C:33]3[C:28](=[C:29]([O:37][CH2:38][CH3:39])[CH:30]=[C:31]([C:34]([OH:36])=O)[CH:32]=3)[C:27]([CH3:40])=[CH:26]2)[CH2:24][CH2:23]1.Cl.Cl.[O:43]=[C:44]1[C:58]2[C:53](=[CH:54][CH:55]=[C:56]([C:59]3[CH:60]=[N:61][CH:62]=[C:63]([CH:68]=3)[C:64]([O:66]C)=[O:65])[CH:57]=2)[O:52][C:46]2([CH2:51][CH2:50][NH:49][CH2:48][CH2:47]2)[CH2:45]1. Product: [CH:22]1([N:25]2[C:33]3[C:28](=[C:29]([O:37][CH2:38][CH3:39])[CH:30]=[C:31]([C:34]([N:49]4[CH2:50][CH2:51][C:46]5([CH2:45][C:44](=[O:43])[C:58]6[C:53](=[CH:54][CH:55]=[C:56]([C:59]7[CH:60]=[N:61][CH:62]=[C:63]([CH:68]=7)[C:64]([OH:66])=[O:65])[CH:57]=6)[O:52]5)[CH2:47][CH2:48]4)=[O:36])[CH:32]=3)[C:27]([CH3:40])=[CH:26]2)[CH2:23][CH2:24]1. The catalyst class is: 3. (2) Reactant: Cl.[CH3:2][C:3]1[CH:8]=[CH:7][CH:6]=[CH:5][C:4]=1[NH:9][NH2:10].[CH:11]1([C:16](=O)[CH2:17][C:18]#[N:19])[CH2:15][CH2:14][CH2:13][CH2:12]1. Product: [CH:11]1([C:16]2[CH:17]=[C:18]([NH2:19])[N:9]([C:4]3[CH:5]=[CH:6][CH:7]=[CH:8][C:3]=3[CH3:2])[N:10]=2)[CH2:15][CH2:14][CH2:13][CH2:12]1. The catalyst class is: 11. (3) Reactant: C(N(C(C)C)CC)(C)C.CCN=C=NCCCN(C)C.[CH3:21][O:22][C:23](=[O:45])[CH2:24][CH:25]1[C:31]2[CH:32]=[CH:33][CH:34]=[CH:35][C:30]=2[C:29](=[O:36])[N:28]([CH3:37])[C:27]2[CH:38]=[C:39]([C:42](O)=[O:43])[CH:40]=[CH:41][C:26]1=2.FC(F)(F)C(O)=O.[NH:53]1[C:57]2[CH:58]=[CH:59][CH:60]=[CH:61][C:56]=2[N:55]=[C:54]1[CH2:62][NH2:63]. Product: [CH3:21][O:22][C:23](=[O:45])[CH2:24][CH:25]1[C:31]2[CH:32]=[CH:33][CH:34]=[CH:35][C:30]=2[C:29](=[O:36])[N:28]([CH3:37])[C:27]2[CH:38]=[C:39]([C:42]([NH:63][CH2:62][C:54]3[NH:53][C:57]4[CH:58]=[CH:59][CH:60]=[CH:61][C:56]=4[N:55]=3)=[O:43])[CH:40]=[CH:41][C:26]1=2. The catalyst class is: 59. (4) The catalyst class is: 2. Reactant: [F:1][C:2]([F:27])([F:26])[C:3]1[CH:4]=[C:5]([CH:19]=[C:20]([C:22]([F:25])([F:24])[F:23])[CH:21]=1)[CH2:6][O:7][CH2:8][C:9]([CH3:18])([C:12]1[CH:17]=[CH:16][CH:15]=[CH:14][CH:13]=1)[CH2:10][OH:11].N1C=CC=CC=1.[C:34]1([CH3:44])[CH:39]=[CH:38][C:37]([S:40](Cl)(=[O:42])=[O:41])=[CH:36][CH:35]=1. Product: [CH3:44][C:34]1[CH:39]=[CH:38][C:37]([S:40]([O:11][CH2:10][C:9]([CH3:18])([C:12]2[CH:17]=[CH:16][CH:15]=[CH:14][CH:13]=2)[CH2:8][O:7][CH2:6][C:5]2[CH:4]=[C:3]([C:2]([F:26])([F:27])[F:1])[CH:21]=[C:20]([C:22]([F:24])([F:23])[F:25])[CH:19]=2)(=[O:42])=[O:41])=[CH:36][CH:35]=1. (5) Reactant: FC(F)(F)C(O)=O.[CH2:8]([C:10]1[N:11]([CH2:24][CH2:25][O:26][CH2:27][CH2:28][NH:29]C(=O)OC(C)(C)C)[C:12]2[C:17]([CH3:18])=[C:16]([CH3:19])[N:15]3[N:20]=[N:21][N:22]=[C:14]3[C:13]=2[N:23]=1)[CH3:9]. Product: [CH2:8]([C:10]1[N:11]([CH2:24][CH2:25][O:26][CH2:27][CH2:28][NH2:29])[C:12]2[C:17]([CH3:18])=[C:16]([CH3:19])[N:15]3[N:20]=[N:21][N:22]=[C:14]3[C:13]=2[N:23]=1)[CH3:9]. The catalyst class is: 4. (6) Reactant: Br[C:2]1[CH:6]=[C:5]([C:7]#[C:8][C:9]([CH3:12])([CH3:11])[CH3:10])[S:4][C:3]=1[C:13]([O:15][CH3:16])=[O:14].C(=O)([O-])[O-].[Cs+].[Cs+].Cl.[NH2:24][C@H:25]1[CH2:31][CH2:30][CH2:29][CH2:28][N:27]([CH3:32])[C:26]1=[O:33]. Product: [CH3:10][C:9]([CH3:12])([CH3:11])[C:8]#[C:7][C:5]1[S:4][C:3]([C:13]([O:15][CH3:16])=[O:14])=[C:2]([NH:24][C@H:25]2[CH2:31][CH2:30][CH2:29][CH2:28][N:27]([CH3:32])[C:26]2=[O:33])[CH:6]=1. The catalyst class is: 164. (7) Reactant: [N:1]([C@@H:4]([C@@H:19]([C:26]1[CH:31]=[CH:30][C:29]([F:32])=[CH:28][CH:27]=1)[CH:20]1[CH2:25][CH2:24][O:23][CH2:22][CH2:21]1)[C:5](N1[C@@H](C2C=CC=CC=2)COC1=O)=[O:6])=[N+:2]=[N-:3].[OH:33]O.[Li+].[OH-]. Product: [N:1]([C@@H:4]([C@H:19]([C:26]1[CH:31]=[CH:30][C:29]([F:32])=[CH:28][CH:27]=1)[CH:20]1[CH2:25][CH2:24][O:23][CH2:22][CH2:21]1)[C:5]([OH:6])=[O:33])=[N+:2]=[N-:3]. The catalyst class is: 20.